This data is from Reaction yield outcomes from USPTO patents with 853,638 reactions. The task is: Predict the reaction yield, written as a fraction of the theoretical maximum amount of product (1.0 means a 100% yield; for example, 0.34 means a 34% yield). (1) The reactants are C([O:3][C:4](=[O:34])[C:5]([O:8][C:9]1[CH:14]=[CH:13][C:12]([O:15][CH2:16][CH2:17][CH:18]2[CH2:22][N:21]([CH2:23][C:24]3[CH:29]=[CH:28][C:27]([CH3:30])=[C:26]([CH3:31])[CH:25]=3)[C:20](=[O:32])[N:19]2[CH3:33])=[CH:11][CH:10]=1)([CH3:7])[CH3:6])C.[OH-].[Na+]. The catalyst is C(O)C. The product is [CH3:31][C:26]1[CH:25]=[C:24]([CH:29]=[CH:28][C:27]=1[CH3:30])[CH2:23][N:21]1[CH2:22][CH:18]([CH2:17][CH2:16][O:15][C:12]2[CH:11]=[CH:10][C:9]([O:8][C:5]([CH3:7])([CH3:6])[C:4]([OH:34])=[O:3])=[CH:14][CH:13]=2)[N:19]([CH3:33])[C:20]1=[O:32]. The yield is 0.540. (2) The reactants are [Cl:1][C:2]1[CH:7]=[CH:6][C:5]([C:8]2[S:16][C:15]3[C:14](=[O:17])[N:13]([C:18]4[CH:23]=[CH:22][C:21]([OH:24])=[C:20]([O:25][CH3:26])[CH:19]=4)[CH:12]=[N:11][C:10]=3[CH:9]=2)=[CH:4][CH:3]=1.C1(C)C=CC(S(O[CH2:37][CH2:38][N:39]([CH3:48])[C:40]2[CH:45]=[CH:44][C:43]([C:46]#[N:47])=[CH:42][CH:41]=2)(=O)=O)=CC=1.C(=O)([O-])[O-].[Cs+].[Cs+].O.C(O)C. The catalyst is CN(C=O)C. The product is [Cl:1][C:2]1[CH:3]=[CH:4][C:5]([C:8]2[S:16][C:15]3[C:14](=[O:17])[N:13]([C:18]4[CH:23]=[CH:22][C:21]([O:24][CH2:37][CH2:38][N:39]([CH3:48])[C:40]5[CH:45]=[CH:44][C:43]([C:46]#[N:47])=[CH:42][CH:41]=5)=[C:20]([O:25][CH3:26])[CH:19]=4)[CH:12]=[N:11][C:10]=3[CH:9]=2)=[CH:6][CH:7]=1. The yield is 0.980.